The task is: Predict the product of the given reaction.. This data is from Forward reaction prediction with 1.9M reactions from USPTO patents (1976-2016). (1) Given the reactants [C:1]1([C:7]#[C:8][CH2:9][O:10][CH2:11][CH2:12][N:13]2[C:25]3[C:24]4[CH:23]=[CH:22][CH:21]=[CH:20][C:19]=4[N:18]=[C:17]([NH2:26])[C:16]=3[N:15]=[CH:14]2)[CH:6]=[CH:5][CH:4]=[CH:3][CH:2]=1.[ClH:27].C(OCC)C, predict the reaction product. The product is: [ClH:27].[C:1]1([C:7]#[C:8][CH2:9][O:10][CH2:11][CH2:12][N:13]2[C:25]3[C:24]4[CH:23]=[CH:22][CH:21]=[CH:20][C:19]=4[N:18]=[C:17]([NH2:26])[C:16]=3[N:15]=[CH:14]2)[CH:6]=[CH:5][CH:4]=[CH:3][CH:2]=1. (2) Given the reactants Br[C:2]1[N:7]=[CH:6][C:5]([C:8]2[N:9]3[N:16]=[C:15]([C:17]4[CH:22]=[CH:21][N:20]=[CH:19][CH:18]=4)[C:14]([C:23]4[CH:24]=[C:25]([OH:29])[CH:26]=[CH:27][CH:28]=4)=[C:10]3[N:11]=[N:12][CH:13]=2)=[CH:4][CH:3]=1.[CH3:30][N:31]1[CH2:37][CH2:36][CH2:35][NH:34][CH2:33][CH2:32]1.C(N(CC)C(C)C)(C)C, predict the reaction product. The product is: [CH3:30][N:31]1[CH2:37][CH2:36][CH2:35][N:34]([C:2]2[N:7]=[CH:6][C:5]([C:8]3[N:9]4[N:16]=[C:15]([C:17]5[CH:22]=[CH:21][N:20]=[CH:19][CH:18]=5)[C:14]([C:23]5[CH:24]=[C:25]([OH:29])[CH:26]=[CH:27][CH:28]=5)=[C:10]4[N:11]=[N:12][CH:13]=3)=[CH:4][CH:3]=2)[CH2:33][CH2:32]1. (3) Given the reactants [C:1]([C@@H:3]([NH:22][C:23]([C:25]1([NH:31]C(=O)OC(C)(C)C)[CH2:30][CH2:29][O:28][CH2:27][CH2:26]1)=[O:24])[CH2:4][C:5]1[CH:10]=[CH:9][C:8]([C:11]2[CH:16]=[CH:15][C:14]([S:17]([CH2:20][CH3:21])(=[O:19])=[O:18])=[CH:13][CH:12]=2)=[CH:7][CH:6]=1)#[N:2], predict the reaction product. The product is: [NH2:31][C:25]1([C:23]([NH:22][C@H:3]([C:1]#[N:2])[CH2:4][C:5]2[CH:6]=[CH:7][C:8]([C:11]3[CH:16]=[CH:15][C:14]([S:17]([CH2:20][CH3:21])(=[O:19])=[O:18])=[CH:13][CH:12]=3)=[CH:9][CH:10]=2)=[O:24])[CH2:26][CH2:27][O:28][CH2:29][CH2:30]1. (4) Given the reactants [NH2:1][C:2]1[S:3][C:4]([CH2:23][C:24]2[CH:29]=[CH:28][C:27]([S:30]([CH3:33])(=[O:32])=[O:31])=[CH:26][CH:25]=2)=[C:5]([CH2:7][CH2:8][C:9]2[CH:14]=[CH:13][C:12]([NH:15][C:16](=[O:22])[O:17][C:18]([CH3:21])([CH3:20])[CH3:19])=[CH:11][CH:10]=2)[N:6]=1.Cl[C:35]([O:37][CH2:38][CH3:39])=[O:36], predict the reaction product. The product is: [CH2:38]([O:37][C:35](=[O:36])[NH:1][C:2]1[S:3][C:4]([CH2:23][C:24]2[CH:29]=[CH:28][C:27]([S:30]([CH3:33])(=[O:32])=[O:31])=[CH:26][CH:25]=2)=[C:5]([CH2:7][CH2:8][C:9]2[CH:10]=[CH:11][C:12]([NH:15][C:16]([O:17][C:18]([CH3:21])([CH3:20])[CH3:19])=[O:22])=[CH:13][CH:14]=2)[N:6]=1)[CH3:39]. (5) Given the reactants [Si:1]([O:8][CH2:9][C:10]1[N:11]([CH3:28])[C:12]2[C:17]([CH:18]=1)=[CH:16][C:15]([CH:19]([OH:22])[CH:20]=[CH2:21])=[C:14]([O:23][CH2:24][C:25]([CH3:27])=[CH2:26])[CH:13]=2)([C:4]([CH3:7])([CH3:6])[CH3:5])([CH3:3])[CH3:2], predict the reaction product. The product is: [Si:1]([O:8][CH2:9][C:10]1[N:11]([CH3:28])[C:12]2[C:17]([CH:18]=1)=[CH:16][C:15]([C:19](=[O:22])[CH:20]=[CH2:21])=[C:14]([O:23][CH2:24][C:25]([CH3:27])=[CH2:26])[CH:13]=2)([C:4]([CH3:7])([CH3:6])[CH3:5])([CH3:3])[CH3:2].